Dataset: Peptide-MHC class I binding affinity with 185,985 pairs from IEDB/IMGT. Task: Regression. Given a peptide amino acid sequence and an MHC pseudo amino acid sequence, predict their binding affinity value. This is MHC class I binding data. (1) The peptide sequence is DPAKAYKDY. The MHC is HLA-A26:01 with pseudo-sequence HLA-A26:01. The binding affinity (normalized) is 0. (2) The peptide sequence is RTDPVIDNI. The MHC is HLA-B35:01 with pseudo-sequence HLA-B35:01. The binding affinity (normalized) is 0.0847. (3) The peptide sequence is FLLPLTSLVI. The MHC is HLA-A02:02 with pseudo-sequence HLA-A02:02. The binding affinity (normalized) is 0.775. (4) The peptide sequence is SEIDLILGY. The MHC is HLA-B15:01 with pseudo-sequence HLA-B15:01. The binding affinity (normalized) is 0.691. (5) The peptide sequence is KAAFDLSHFL. The MHC is HLA-B08:01 with pseudo-sequence HLA-B08:01. The binding affinity (normalized) is 0.